This data is from NCI-60 drug combinations with 297,098 pairs across 59 cell lines. The task is: Regression. Given two drug SMILES strings and cell line genomic features, predict the synergy score measuring deviation from expected non-interaction effect. (1) Drug 1: C1CN1P(=S)(N2CC2)N3CC3. Drug 2: CS(=O)(=O)OCCCCOS(=O)(=O)C. Cell line: HCT116. Synergy scores: CSS=30.2, Synergy_ZIP=-8.50, Synergy_Bliss=-7.18, Synergy_Loewe=-18.5, Synergy_HSA=-4.03. (2) Drug 1: CC1C(C(=O)NC(C(=O)N2CCCC2C(=O)N(CC(=O)N(C(C(=O)O1)C(C)C)C)C)C(C)C)NC(=O)C3=C4C(=C(C=C3)C)OC5=C(C(=O)C(=C(C5=N4)C(=O)NC6C(OC(=O)C(N(C(=O)CN(C(=O)C7CCCN7C(=O)C(NC6=O)C(C)C)C)C)C(C)C)C)N)C. Drug 2: COC1=NC(=NC2=C1N=CN2C3C(C(C(O3)CO)O)O)N. Cell line: HT29. Synergy scores: CSS=0.471, Synergy_ZIP=-0.0567, Synergy_Bliss=-0.853, Synergy_Loewe=-0.396, Synergy_HSA=-1.70. (3) Drug 1: CC(C1=C(C=CC(=C1Cl)F)Cl)OC2=C(N=CC(=C2)C3=CN(N=C3)C4CCNCC4)N. Drug 2: C1CN(P(=O)(OC1)NCCCl)CCCl. Cell line: HS 578T. Synergy scores: CSS=14.7, Synergy_ZIP=5.77, Synergy_Bliss=11.0, Synergy_Loewe=4.93, Synergy_HSA=5.36.